From a dataset of Forward reaction prediction with 1.9M reactions from USPTO patents (1976-2016). Predict the product of the given reaction. Given the reactants [C:1]([C:5]1[CH2:6][C:7](=[O:10])[NH:8][N:9]=1)([CH3:4])([CH3:3])[CH3:2].Br[CH2:12][C:13]1[CH:22]=[CH:21][C:16]([C:17]([O:19][CH3:20])=[O:18])=[CH:15][CH:14]=1.[C:23](=[O:26])([O-])[O-].[K+].[K+].CN(C)[CH:31]=[O:32], predict the reaction product. The product is: [C:1]([C:5]1[CH:6]=[C:7]([O:10][CH2:12][C:13]2[CH:22]=[CH:21][C:16]([C:17]([O:19][CH3:20])=[O:18])=[CH:15][CH:14]=2)[N:8]([CH2:12][C:13]2[CH:22]=[CH:21][C:16]([C:23]([O:32][CH3:31])=[O:26])=[CH:15][CH:14]=2)[N:9]=1)([CH3:4])([CH3:3])[CH3:2].